From a dataset of Full USPTO retrosynthesis dataset with 1.9M reactions from patents (1976-2016). Predict the reactants needed to synthesize the given product. (1) Given the product [Cl:1][C:2]1[C:3]([O:12][CH2:13][CH2:14][CH2:15][CH2:16][CH:17]([N:24]2[CH:28]=[N:27][CH:26]=[N:25]2)[CH:18]([OH:23])[C:19]([CH3:22])([CH3:20])[CH3:21])=[N:4][CH:5]=[C:6]([C:8]([F:9])([F:10])[F:11])[CH:7]=1, predict the reactants needed to synthesize it. The reactants are: [Cl:1][C:2]1[C:3]([O:12][CH2:13][CH2:14][CH2:15][CH2:16][CH:17]([N:24]2[CH:28]=[N:27][CH:26]=[N:25]2)[C:18](=[O:23])[C:19]([CH3:22])([CH3:21])[CH3:20])=[N:4][CH:5]=[C:6]([C:8]([F:11])([F:10])[F:9])[CH:7]=1.[BH4-].C([N+](CCCC)(CCCC)CCCC)CCC.[Cl-].[NH4+]. (2) Given the product [C:9](/[C:11](=[CH:28]\[C:27]1[CH:30]=[CH:31][C:24]([O:17][C:18]2[CH:19]=[CH:20][CH:21]=[CH:22][CH:23]=2)=[CH:25][CH:26]=1)/[C:12]([O:14][CH2:15][CH3:16])=[O:13])#[N:10], predict the reactants needed to synthesize it. The reactants are: P([O-])([O-])([O-])=O.[K+].[K+].[K+].[C:9]([CH2:11][C:12]([O:14][CH2:15][CH3:16])=[O:13])#[N:10].[O:17]([C:24]1[CH:31]=[CH:30][C:27]([CH:28]=O)=[CH:26][CH:25]=1)[C:18]1[CH:23]=[CH:22][CH:21]=[CH:20][CH:19]=1. (3) Given the product [CH3:16][C:17]([NH:2][CH:13]=[O:15])([CH3:25])[CH2:18][C:19]1[CH:24]=[CH:23][CH:22]=[CH:21][CH:20]=1, predict the reactants needed to synthesize it. The reactants are: [C-]#[N:2].[Na+].S(=O)(=O)(O)O.[C-]#N.[Na+].C[C:13]([OH:15])=O.[CH3:16][C:17](O)([CH3:25])[CH2:18][C:19]1[CH:24]=[CH:23][CH:22]=[CH:21][CH:20]=1.C([O-])([O-])=O.[Na+].[Na+]. (4) Given the product [C:1]([C:3]1([CH2:9][C:10]2[CH:11]=[CH:12][C:13]([C:14]([O:16][CH3:17])=[O:15])=[CH:18][CH:19]=2)[CH2:8][CH2:7][N:6]([CH2:30][C:31](=[O:32])[NH:33][C:34]2[CH:39]=[CH:38][C:37]([O:40][C:41]3[CH:42]=[CH:43][CH:44]=[CH:45][CH:46]=3)=[CH:36][CH:35]=2)[CH2:5][CH2:4]1)#[N:2], predict the reactants needed to synthesize it. The reactants are: [C:1]([C:3]1([CH2:9][C:10]2[CH:19]=[CH:18][C:13]([C:14]([O:16][CH3:17])=[O:15])=[CH:12][CH:11]=2)[CH2:8][CH2:7][NH:6][CH2:5][CH2:4]1)#[N:2].C(N(C(C)C)CC)(C)C.Br[CH2:30][C:31]([NH:33][C:34]1[CH:39]=[CH:38][C:37]([O:40][C:41]2[CH:46]=[CH:45][CH:44]=[CH:43][CH:42]=2)=[CH:36][CH:35]=1)=[O:32]. (5) The reactants are: [CH3:1][C:2]1[C:6]([CH3:7])=[C:5]([N:8]([CH2:20][O:21][CH3:22])[S:9]([C:12]2[CH:16]=[CH:15][S:14][C:13]=2[C:17](Cl)=[O:18])(=[O:11])=[O:10])[O:4][N:3]=1.[C:23]([O:26][CH2:27][C:28]1[C:29]([CH3:37])=[C:30]([C:32]([CH3:36])=[CH:33][C:34]=1[CH3:35])[NH2:31])(=[O:25])[CH3:24].C(N(CC)CC)C.O. Given the product [C:23]([O:26][CH2:27][C:28]1[C:29]([CH3:37])=[C:30]([NH:31][C:17]([C:13]2[S:14][CH:15]=[CH:16][C:12]=2[S:9]([N:8]([C:5]2[O:4][N:3]=[C:2]([CH3:1])[C:6]=2[CH3:7])[CH2:20][O:21][CH3:22])(=[O:11])=[O:10])=[O:18])[C:32]([CH3:36])=[CH:33][C:34]=1[CH3:35])(=[O:25])[CH3:24], predict the reactants needed to synthesize it. (6) Given the product [Br:1][C:2]1[CH:3]=[C:4]([C:8]2([CH2:15][F:23])[NH:13][C:12](=[O:14])[CH2:11][O:10][CH2:9]2)[CH:5]=[CH:6][CH:7]=1, predict the reactants needed to synthesize it. The reactants are: [Br:1][C:2]1[CH:3]=[C:4]([C:8]2([CH2:15]O)[NH:13][C:12](=[O:14])[CH2:11][O:10][CH2:9]2)[CH:5]=[CH:6][CH:7]=1.CCN(S(F)(F)[F:23])CC.C([O-])([O-])=O.[Na+].[Na+]. (7) Given the product [CH2:1]([O:3][C:4](=[O:24])[CH2:5][CH:6]([C:13]1[CH:21]=[C:20]2[C:16]([CH:17]=[CH:18][NH:19]2)=[C:15]([O:22][CH3:23])[CH:14]=1)[C:7]1[CH:8]=[CH:9][CH:10]=[CH:11][CH:12]=1)[CH3:2], predict the reactants needed to synthesize it. The reactants are: [CH2:1]([O:3][C:4](=[O:24])[CH:5]=[C:6]([C:13]1[CH:21]=[C:20]2[C:16]([CH:17]=[CH:18][NH:19]2)=[C:15]([O:22][CH3:23])[CH:14]=1)[C:7]1[CH:12]=[CH:11][CH:10]=[CH:9][CH:8]=1)[CH3:2].N1C2C(=CC=CC=2C(C2C=CC=CC=2)CC(NC)=O)C=C1.